From a dataset of CYP2C19 inhibition data for predicting drug metabolism from PubChem BioAssay. Regression/Classification. Given a drug SMILES string, predict its absorption, distribution, metabolism, or excretion properties. Task type varies by dataset: regression for continuous measurements (e.g., permeability, clearance, half-life) or binary classification for categorical outcomes (e.g., BBB penetration, CYP inhibition). Dataset: cyp2c19_veith. (1) The drug is C(#CCN1CCCC1)CN1CCCC1. The result is 0 (non-inhibitor). (2) The compound is CCOC(=O)COc1cc(OCC(=O)OCC)c2c(=O)cc(-c3ccccc3)oc2c1. The result is 1 (inhibitor). (3) The molecule is CCCCC/C(=N\O)c1c[nH]c2ccccc12. The result is 1 (inhibitor). (4) The molecule is CCOC(=O)NC(NC(=O)OCC)C(=O)c1ccc(F)cc1. The result is 0 (non-inhibitor).